Predict the reactants needed to synthesize the given product. From a dataset of Full USPTO retrosynthesis dataset with 1.9M reactions from patents (1976-2016). (1) Given the product [Br:13][C:14]1[C:15]([C:19]([N:1]([CH3:5])[CH3:2])=[O:21])=[N:16][NH:17][CH:18]=1, predict the reactants needed to synthesize it. The reactants are: [N:1]1(C(N2C=CN=C2)=O)[CH:5]=CN=[CH:2]1.[Br:13][C:14]1[C:15]([C:19]([OH:21])=O)=[N:16][NH:17][CH:18]=1.CNC. (2) Given the product [OH:8][CH2:9][C:10]1([C:16]([OH:18])=[O:17])[CH2:15][CH2:14][CH2:13][O:12][CH2:11]1, predict the reactants needed to synthesize it. The reactants are: C([O:8][CH2:9][C:10]1([C:16]([O:18]CC2C=CC=CC=2)=[O:17])[CH:15]=[CH:14][CH2:13][O:12][CH2:11]1)C1C=CC=CC=1.N#N. (3) Given the product [N:1]1([CH2:6][CH:7]2[CH2:12][CH2:11][N:10]([C:14]3[CH:21]=[CH:20][C:17]([CH:18]=[O:19])=[CH:16][C:15]=3[C:22]([F:23])([F:25])[F:24])[CH2:9][CH2:8]2)[CH2:5][CH2:4][CH2:3][CH2:2]1, predict the reactants needed to synthesize it. The reactants are: [N:1]1([CH2:6][CH:7]2[CH2:12][CH2:11][NH:10][CH2:9][CH2:8]2)[CH2:5][CH2:4][CH2:3][CH2:2]1.F[C:14]1[CH:21]=[CH:20][C:17]([CH:18]=[O:19])=[CH:16][C:15]=1[C:22]([F:25])([F:24])[F:23]. (4) Given the product [O:28]1[C:32]2[CH:33]=[CH:34][C:35]([CH2:37][NH:38][C:24]([C:21]3[O:22][C:23]4[C:15]([N:12]5[CH2:13][CH2:14][N:9]([CH2:8][CH2:7][C:2]6[CH:3]=[CH:4][CH:5]=[CH:6][N:1]=6)[CH2:10][CH2:11]5)=[CH:16][CH:17]=[CH:18][C:19]=4[CH:20]=3)=[O:25])=[CH:36][C:31]=2[O:30][CH2:29]1, predict the reactants needed to synthesize it. The reactants are: [N:1]1[CH:6]=[CH:5][CH:4]=[CH:3][C:2]=1[CH2:7][CH2:8][N:9]1[CH2:14][CH2:13][N:12]([C:15]2[C:23]3[O:22][C:21]([C:24]([O-])=[O:25])=[CH:20][C:19]=3[CH:18]=[CH:17][CH:16]=2)[CH2:11][CH2:10]1.[Li+].[O:28]1[C:32]2[CH:33]=[CH:34][C:35]([CH2:37][NH2:38])=[CH:36][C:31]=2[O:30][CH2:29]1. (5) Given the product [Cl:1][C:2]1[CH:7]=[CH:6][CH:5]=[CH:4][C:3]=1[S:8][CH2:10][CH2:11][CH2:12][Cl:13], predict the reactants needed to synthesize it. The reactants are: [Cl:1][C:2]1[CH:7]=[CH:6][CH:5]=[CH:4][C:3]=1[SH:8].Br[CH2:10][CH2:11][CH2:12][Cl:13]. (6) Given the product [F:30][C:2]([F:1])([F:29])[C:3]1[CH:8]=[CH:7][CH:6]=[CH:5][C:4]=1[CH:9]=[CH:10][C:11]([NH:13][C@H:14]([C:25]([O-:27])=[O:26])[CH2:15][C:16]1[C:24]2[C:19](=[CH:20][CH:21]=[CH:22][CH:23]=2)[NH:18][CH:17]=1)=[O:12].[Na+:32], predict the reactants needed to synthesize it. The reactants are: [F:1][C:2]([F:30])([F:29])[C:3]1[CH:8]=[CH:7][CH:6]=[CH:5][C:4]=1[CH:9]=[CH:10][C:11]([NH:13][C@H:14]([C:25]([O:27]C)=[O:26])[CH2:15][C:16]1[C:24]2[C:19](=[CH:20][CH:21]=[CH:22][CH:23]=2)[NH:18][CH:17]=1)=[O:12].[OH-].[Na+:32]. (7) Given the product [N:29]1([C:2]2[CH:3]=[CH:4][C:5]3[N:6]([CH:8]=[C:9]([C:11]([N:13]4[CH2:18][CH2:17][CH:16]([C:19]5[CH:24]=[CH:23][CH:22]=[CH:21][C:20]=5[C:25]([F:28])([F:27])[F:26])[CH2:15][CH2:14]4)=[O:12])[N:10]=3)[N:7]=2)[CH2:34][CH2:33][CH2:31][CH2:30]1, predict the reactants needed to synthesize it. The reactants are: Cl[C:2]1[CH:3]=[CH:4][C:5]2[N:6]([CH:8]=[C:9]([C:11]([N:13]3[CH2:18][CH2:17][CH:16]([C:19]4[CH:24]=[CH:23][CH:22]=[CH:21][C:20]=4[C:25]([F:28])([F:27])[F:26])[CH2:15][CH2:14]3)=[O:12])[N:10]=2)[N:7]=1.[NH:29]1[CH2:34][CH2:33]O[CH2:31][CH2:30]1. (8) Given the product [NH:1]1[CH:5]=[CH:4][N:3]=[C:2]1[C:6]1[N:11]=[CH:10][C:9]([C:12]2[CH:13]=[CH:14][C:15]3[O:21][CH2:20][CH2:19][N:18]([C:22]([N:41]4[CH2:42][CH2:43][CH:38]([C:36]#[N:37])[CH2:39][CH2:40]4)=[O:23])[CH2:17][C:16]=3[CH:25]=2)=[CH:8][CH:7]=1, predict the reactants needed to synthesize it. The reactants are: [NH:1]1[CH:5]=[CH:4][N:3]=[C:2]1[C:6]1[N:11]=[CH:10][C:9]([C:12]2[CH:13]=[CH:14][C:15]3[O:21][CH2:20][CH2:19][N:18]([C:22](Cl)=[O:23])[CH2:17][C:16]=3[CH:25]=2)=[CH:8][CH:7]=1.C(N(C(C)C)CC)(C)C.Cl.[C:36]([CH:38]1[CH2:43][CH2:42][NH:41][CH2:40][CH2:39]1)#[N:37].